Dataset: Catalyst prediction with 721,799 reactions and 888 catalyst types from USPTO. Task: Predict which catalyst facilitates the given reaction. (1) Reactant: [O:1]=[C:2]1[NH:7][C:6]([C:8]2[CH:13]=[CH:12][C:11]([C:14]([F:17])([F:16])[F:15])=[CH:10][CH:9]=2)=[CH:5][N:4]2[C:18]([CH:21]=[O:22])=[CH:19][CH:20]=[C:3]12.[BH4-].[Na+]. Product: [OH:22][CH2:21][C:18]1[N:4]2[CH:5]=[C:6]([C:8]3[CH:13]=[CH:12][C:11]([C:14]([F:16])([F:17])[F:15])=[CH:10][CH:9]=3)[NH:7][C:2](=[O:1])[C:3]2=[CH:20][CH:19]=1. The catalyst class is: 199. (2) Reactant: [CH3:1][O:2][C:3]1[C:8]([O:9][CH3:10])=[CH:7][CH:6]=[C:5](I)[N:4]=1.[Cu](C#N)[C:13]#[N:14]. Product: [CH3:1][O:2][C:3]1[C:8]([O:9][CH3:10])=[CH:7][CH:6]=[C:5]([C:13]#[N:14])[N:4]=1. The catalyst class is: 3.